The task is: Predict the product of the given reaction.. This data is from Forward reaction prediction with 1.9M reactions from USPTO patents (1976-2016). (1) Given the reactants [CH3:1][C:2]1[C:3]([CH2:9][N:10]([CH2:16][C:17]2[C:22]([C:23]([C:26]3[CH:31]=[CH:30][C:29]([F:32])=[CH:28][CH:27]=3)([CH3:25])[CH3:24])=[CH:21][CH:20]=[CH:19][N:18]=2)[CH2:11][CH2:12][CH2:13][CH2:14][NH2:15])=[N:4][CH:5]=[C:6]([CH3:8])[CH:7]=1.[C:33]([N:40]1C=CN=C1)(N1C=CN=C1)=[O:34].CCN(C(C)C)C(C)C.N[OH:55].Cl, predict the reaction product. The product is: [CH3:1][C:2]1[C:3]([CH2:9][N:10]([CH2:16][C:17]2[C:22]([C:23]([CH3:25])([C:26]3[CH:31]=[CH:30][C:29]([F:32])=[CH:28][CH:27]=3)[CH3:24])=[CH:21][CH:20]=[CH:19][N:18]=2)[CH2:11][CH2:12][CH2:13][CH2:14][NH:15][C:33]([NH:40][OH:55])=[O:34])=[N:4][CH:5]=[C:6]([CH3:8])[CH:7]=1. (2) Given the reactants [N+:1]([C:4]1[CH:5]=[C:6]([CH:9]=[C:10]([C:12]([F:15])([F:14])[F:13])[CH:11]=1)[C:7]#[N:8])([O-:3])=[O:2].[N-:16]=[N+:17]=[N-:18].[Na+], predict the reaction product. The product is: [N+:1]([C:4]1[CH:5]=[C:6]([C:7]2[N:16]=[N:17][NH:18][N:8]=2)[CH:9]=[C:10]([C:12]([F:13])([F:14])[F:15])[CH:11]=1)([O-:3])=[O:2]. (3) Given the reactants Br.Br[C:3]1[S:7][C:6]2=[N:8][CH2:9][CH2:10][N:5]2[C:4]=1[C:11]1[C:20]2[C:15](=[CH:16][CH:17]=[C:18]([Cl:21])[CH:19]=2)[CH:14]=[CH:13][CH:12]=1.CN([CH:25]=[O:26])C.CCOC(C)=O.[NH4+].[Cl-], predict the reaction product. The product is: [Cl:21][C:18]1[CH:19]=[C:20]2[C:15]([CH:14]=[CH:13][CH:12]=[C:11]2[C:4]2[N:5]3[CH2:10][CH2:9][N:8]=[C:6]3[S:7][C:3]=2[CH:25]=[O:26])=[CH:16][CH:17]=1. (4) Given the reactants [OH:1][C:2]1[CH:11]=[C:10]2[C:5]([CH2:6][CH2:7][CH2:8][C:9]2=[O:12])=[CH:4][CH:3]=1.[Br:13][C:14]1[CH:19]=[CH:18][C:17]([Cl:20])=[CH:16][C:15]=1[CH2:21]Br.C(=O)([O-])[O-].[K+].[K+], predict the reaction product. The product is: [Br:13][C:14]1[CH:19]=[CH:18][C:17]([Cl:20])=[CH:16][C:15]=1[CH2:21][O:1][C:2]1[CH:11]=[C:10]2[C:5]([CH2:6][CH2:7][CH2:8][C:9]2=[O:12])=[CH:4][CH:3]=1. (5) Given the reactants [OH:1][C:2]([CH3:35])([CH3:34])[CH2:3][C@@:4]1([C:28]2[CH:33]=[CH:32][CH:31]=[CH:30][CH:29]=2)[O:9][C:8](=[O:10])[N:7]([C@H:11]([C:13]2[CH:18]=[CH:17][C:16](B3OC(C)(C)C(C)(C)O3)=[CH:15][CH:14]=2)[CH3:12])[CH2:6][CH2:5]1.Br[C:37]1[CH:38]=[CH:39][C:40](=[O:47])[N:41]([CH:43]2[CH2:46][O:45][CH2:44]2)[CH:42]=1, predict the reaction product. The product is: [OH:1][C:2]([CH3:35])([CH3:34])[CH2:3][C@@:4]1([C:28]2[CH:29]=[CH:30][CH:31]=[CH:32][CH:33]=2)[O:9][C:8](=[O:10])[N:7]([C@H:11]([C:13]2[CH:18]=[CH:17][C:16]([C:37]3[CH:38]=[CH:39][C:40](=[O:47])[N:41]([CH:43]4[CH2:46][O:45][CH2:44]4)[CH:42]=3)=[CH:15][CH:14]=2)[CH3:12])[CH2:6][CH2:5]1. (6) Given the reactants [CH3:1][O:2][C:3]1[CH:8]=[CH:7][C:6]([NH:9][C:10](=[O:19])[C:11]2[CH:16]=[CH:15][C:14]([NH2:17])=[CH:13][C:12]=2[NH2:18])=[CH:5][CH:4]=1.N1C=CC=CC=1.[C:26](OC(=O)C)(=[O:28])[CH3:27], predict the reaction product. The product is: [C:26]([NH:17][C:14]1[CH:15]=[CH:16][C:11]([C:10]([NH:9][C:6]2[CH:7]=[CH:8][C:3]([O:2][CH3:1])=[CH:4][CH:5]=2)=[O:19])=[C:12]([NH2:18])[CH:13]=1)(=[O:28])[CH3:27]. (7) Given the reactants C([O:3][C:4](=[O:45])[CH2:5][CH2:6][CH2:7][O:8][C:9]1[CH:14]=[CH:13][CH:12]=[C:11]([CH2:15][CH2:16][CH2:17][CH2:18][CH2:19][CH2:20][O:21][C:22]2[CH:27]=[C:26]([C:28]3[CH:33]=[CH:32][N:31]=[CH:30][N:29]=3)[CH:25]=[C:24]([S:34]([CH3:37])(=[O:36])=[O:35])[CH:23]=2)[C:10]=1[CH2:38][CH2:39][C:40]([O:42]CC)=[O:41])C.[OH-].[Na+], predict the reaction product. The product is: [C:40]([CH2:39][CH2:38][C:10]1[C:11]([CH2:15][CH2:16][CH2:17][CH2:18][CH2:19][CH2:20][O:21][C:22]2[CH:27]=[C:26]([C:28]3[CH:33]=[CH:32][N:31]=[CH:30][N:29]=3)[CH:25]=[C:24]([S:34]([CH3:37])(=[O:36])=[O:35])[CH:23]=2)=[CH:12][CH:13]=[CH:14][C:9]=1[O:8][CH2:7][CH2:6][CH2:5][C:4]([OH:45])=[O:3])([OH:42])=[O:41].